This data is from hERG potassium channel inhibition data for cardiac toxicity prediction from Karim et al.. The task is: Regression/Classification. Given a drug SMILES string, predict its toxicity properties. Task type varies by dataset: regression for continuous values (e.g., LD50, hERG inhibition percentage) or binary classification for toxic/non-toxic outcomes (e.g., AMES mutagenicity, cardiotoxicity, hepatotoxicity). Dataset: herg_karim. (1) The drug is Cc1noc(C)c1S(=O)(=O)NCCCN1CC2CN(CCCOc3ccc(C#N)cc3)CC(C1)O2. The result is 0 (non-blocker). (2) The molecule is C[n+]1c(C#Cc2ccc(-c3ccc(O)cc3)cc2)cccc1C#Cc1ccc(-c2ccc(O)cc2)cc1. The result is 1 (blocker). (3) The compound is CC(C)C1c2nc(-c3ccc(F)cc3)c(Nc3ccc(F)c(Cl)c3)n2CCN1C(=O)CN. The result is 0 (non-blocker). (4) The molecule is CSc1nc(-c2cc(OCCN3CCCC3)c(Cl)cc2Cl)c2c(C#N)c[nH]c2n1. The result is 1 (blocker). (5) The compound is Cl.Cl.Cl.Cl.Cl.Cl.Cl.Cl.c1cc(CN2CCCNCCNCCCNCC2)ccc1CN1CCCNCCNCCCNCC1. The result is 0 (non-blocker). (6) The drug is Cc1nc2cnc(Oc3ccc(F)c4cccnc34)cc2c(=O)n1C[C@H]1CCCN(C(C)C)C1. The result is 1 (blocker). (7) The drug is Cc1nc2ccccc2n1C1C[C@H]2CC[C@H](C1)N2CCC1(c2ccccc2)CCN(C(=O)c2ccccc2C(=O)O)CC1. The result is 0 (non-blocker). (8) The result is 0 (non-blocker). The molecule is COc1ccc(S(=O)(=O)NCCc2cn(CC(=O)Nc3ccc(Cl)cc3)c3ccccc23)cc1. (9) The compound is CC(C)[C@@H](Oc1ccc(CNC(=O)[C@@H]2CCCN2C(=O)CC(N)Cc2cc(F)ccc2F)cc1)C(=O)O.O=C(O)C(F)(F)F. The result is 0 (non-blocker). (10) The molecule is COc1ncc(-c2cccc3c2C[C@H](NC(=O)c2ccc(COCC(F)(F)F)nc2)CO3)cn1. The result is 0 (non-blocker).